This data is from Experimentally validated miRNA-target interactions with 360,000+ pairs, plus equal number of negative samples. The task is: Binary Classification. Given a miRNA mature sequence and a target amino acid sequence, predict their likelihood of interaction. (1) The miRNA is hsa-miR-92b-5p with sequence AGGGACGGGACGCGGUGCAGUG. The protein sequence of the target gene is MSQTQDYECRSHNVDLPESRIPGSNTRLEWVEIIEPRTRERMYANLVTGECVWDPPAGVRIKRTSENQWWELFDPNTSRFYYYNASTQRTVWHRPQGCDIIPLAKLQTLKQNTESPRASAESSPGRGSSVSREGSTSSSLEPEPDTEKAQELPARAGRPAAFGTVKEDSGSSSPPGVFLEKDYEIYRDYSADGQLLHYRTSSLRWNSGAKERMLIKVADREPSFLAAQGNGYAPDGPPGVRSRRPSGSQHSPSLQTFAPEADGTIFFPERRPSPFLKRAELPGSSSPLLAQPRKPSGDSQ.... Result: 1 (interaction). (2) The miRNA is hsa-miR-1323 with sequence UCAAAACUGAGGGGCAUUUUCU. The protein sequence of the target gene is MATDISESSGADCKGDTKNSAKLDADYPLRVLYCGVCSLPTEYCEYMPDVAKCRQWLEKNFPNEFAKLTVENSPKQETGITEGQGPVGEEEEKKKQKRGGRGQIKQKKKTVPQKVTIAKIPRAKKKYVTRVCGLATFEIDLKEAQRFFAQKFSCGASVTGEDEIIIQGDFTDDIIDVIQEKWPEVDDDSIEDLGEVKK. Result: 0 (no interaction). (3) Result: 0 (no interaction). The miRNA is hsa-miR-1224-3p with sequence CCCCACCUCCUCUCUCCUCAG. The protein sequence of the target gene is MESGSISRQREDAEMPDSSTTEGPSLEAPQSEIPEVSLCPPDSDSTESQMCPVEIEENQTKSSSPFNSHSSTQLERQVSQGSAYHSPPHKKCPCCGHQQPSQSDVCPGQMNALHQADCAASPVKTLYSCSPSRLPSCHTKMQCHWLHGSHDGSNHKPVQHHMVTVRNDGLHRIPRSYSQVIVEYPMTVLISCTLVLFACSLAGILTGPLPDFSDPLLGFEPRGTDISVRLATWTRLKQNTGPGKPLSPVPWQLTEKTTTGKDTIKSEPQFRERSRRMLHRDNAEHNFFCNAPGERYAQLV.... (4) The miRNA is hsa-miR-3978 with sequence GUGGAAAGCAUGCAUCCAGGGUGU. The protein sequence of the target gene is MDSSQHLVTFEDVAVDFTQEEWTLLDQAQRDLYRDVMLENYKNLIILAGSELFKRSLMSGLEQMEELRTGVTGVLQELDLQLKTKGSPLLQDISAERSPNGVQLERSNTAEKLYDSNHSGKVFNEHPFLMTHMITHIGEKTSEDNQSGKALRKNFPHSFYKKSHAEGKMPKCVKHEKAFNQFPNLTRQNKTHTQEKLCECKDCWRTFLNQSSLKLHIRSHNGDKHYVCKECGKAFSNSSHLIGHGRIHSGEKPYVCKECGKAFTQSTGLKLHIRTHSGEKPYKCKECGKAFTHSSYLTDH.... Result: 0 (no interaction). (5) The miRNA is hsa-let-7b-5p with sequence UGAGGUAGUAGGUUGUGUGGUU. The protein sequence of the target gene is MRRSRSSAAAKLRGQKRSGASGASAAPAASAAAALAPSATRTRRSASQAGSKSQAVEKPPSEKPRLRRSSPRAQEEGPGEPPPPELALLPPPPPPPPTPATPTSSASNLDLGEQRERWETFQKRQKLTSEGAAKLLLDTFEYQGLVKHTGGCHCGAVRFEVWASADLHIFDCNCSICKKKQNRHFIVPASRFKLLKGAEHITTYTFNTHKAQHTFCKRCGVQSFYTPRSNPGGFGIAPHCLDEGTVRSMVTEEFNGSDWEKAMKEHKTIKNMSKE. Result: 1 (interaction). (6) The miRNA is hsa-miR-2114-5p with sequence UAGUCCCUUCCUUGAAGCGGUC. The protein sequence of the target gene is MAGKGSSGRRPLLLGLLVAVATVHLVICPYTKVEESFNLQATHDLLYHWQDLEQYDHLEFPGVVPRTFLGPVVIAVFSSPAVYVLSLLEMSKFYSQLIVRGVLGLGVIFGLWTLQKEVRRHFGAMVATMFCWVTAMQFHLMFYCTRTLPNVLALPVVLLALAAWLRHEWARFIWLSAFAIIVFRVELCLFLGLLLLLALGNRKVSVVRALRHAVPAGILCLGLTVAVDSYFWRQLTWPEGKVLWYNTVLNKSSNWGTSPLLWYFYSALPRGLGCSLLFIPLGLVDRRTHAPTVLALGFMA.... Result: 0 (no interaction). (7) The miRNA is hsa-miR-6083 with sequence CUUAUAUCAGAGGCUGUGGG. The protein sequence of the target gene is MAGALAGLAAGLQVPRVAPSPDSDSDTDSEDPSLRRSAGGLLRSQVIHSGHFMVSSPHSDSLPRRRDQEGSVGPSDFGPRSIDPTLTRLFECLSLAYSGKLVSPKWKNFKGLKLLCRDKIRLNNAIWRAWYIQYVKRRKSPVCGFVTPLQGPEADAHRKPEAVVLEGNYWKRRIEVVMREYHKWRIYYKKRLRKPSREDDLLAPKQAEGRWPPPEQWCKQLFSSVVPVLLGDPEEEPGGRQLLDLNCFLSDISDTLFTMTQSGPSPLQLPPEDAYVGNADMIQPDLTPLQPSLDDFMDIS.... Result: 0 (no interaction). (8) The miRNA is hsa-miR-1237-5p with sequence CGGGGGCGGGGCCGAAGCGCG. The protein sequence of the target gene is MSLQVLNDKNVSNEKNTENCDFLFSPPEVTGRSSVLRVSQKENVPPKNLAKAMKVTFQTPLRDPQTHRILSPSMASKLEAPFTQDDTLGLENSHPVWTQKENQQLIKEVDAKTTHGILQKPVEADTDLLGDASPAFGSGSSSESGPGALADLDCSSSSQSPGSSENQMVSPGKVSGSPEQAVEENLSSYSLDRRVTPASETLEDPCRTESQHKAETPHGAEEECKAETPHGAEEECRHGGVCAPAAVATSPPGAIPKEACGGAPLQGLPGEALGCPAGVGTPVPADGTQTLTCAHTSAPE.... Result: 1 (interaction). (9) The miRNA is hsa-miR-6731-5p with sequence UGGGAGAGCAGGGUAUUGUGGA. The protein sequence of the target gene is MKNKGAKQKLKRKGAASAFGCDLTEYLESSGQDVPYVLKSCAEFIETHGIVDGIYRLSGVTSNIQRLRQEFGSDQCPDLTREVYLQDIHCVGSLCKLYFRELPNPLLTYELYEKFTEAVSHCPEEGQLARIQNVIQELPPSHYRTLEYLIRHLAHIASFSSKTNMHARNLALVWAPNLLRSKEIEATGCNGDAAFLAVRVQQVVIEFILNHVDQIFNNGAPGSLENDENRPIMKSLTLPALSLPMKLVSLEEAQARSLATNHPARKERRENSLPEIVPPMGTLFHTVLELPDNKRKLSSK.... Result: 1 (interaction). (10) The miRNA is hsa-miR-6879-5p with sequence CAGGGCAGGGAAGGUGGGAGAG. The protein sequence of the target gene is MLESLQPESHLLHDEPDPGESVYECNECKETFSLEQNFVEHKKTHSGEKSPECTGCGEESSQASSLTLHLRSRPRRESYKCGECGKAFSQRGNFLSHQKQHTEERPSESKKTPVPMTTTVRNQRNTGNKPYACKECGKAFNGKSYLKEHEKIHTGEKPFECSQCGRAFSQKQYLIKHQNIHSGKKPFKCNECGKAFSQKENLIIHQRIHTGEKPYECKGCGKAFIQKSSLIRHQRSHTGEKPYTCKECGKAFSGKSNLTEHEKIHIGEKPYKCNECGTIFRQKQYLIKHHNIHTGEKPYE.... Result: 0 (no interaction).